From a dataset of Full USPTO retrosynthesis dataset with 1.9M reactions from patents (1976-2016). Predict the reactants needed to synthesize the given product. (1) Given the product [S:1]1[C:9]2[C:4](=[N:5][CH:6]=[CH:7][C:8]=2[CH2:10][C:11]([NH2:15])=[O:13])[CH:3]=[CH:2]1, predict the reactants needed to synthesize it. The reactants are: [S:1]1[C:9]2[C:4](=[N:5][CH:6]=[CH:7][C:8]=2[CH2:10][C:11]([OH:13])=O)[CH:3]=[CH:2]1.[Cl-].[NH4+:15].N. (2) Given the product [CH2:8]([N:10]([CH:26]1[CH2:31][CH2:30][N:29]([CH:33]([CH3:35])[CH3:32])[CH2:28][CH2:27]1)[C:11]1[C:12]([CH3:25])=[C:13]([CH:18]=[C:19]([C:21]([F:24])([F:23])[F:22])[CH:20]=1)[C:14]([O:16][CH3:17])=[O:15])[CH3:9], predict the reactants needed to synthesize it. The reactants are: OC(C(F)(F)F)=O.[CH2:8]([N:10]([CH:26]1[CH2:31][CH2:30][NH:29][CH2:28][CH2:27]1)[C:11]1[C:12]([CH3:25])=[C:13]([CH:18]=[C:19]([C:21]([F:24])([F:23])[F:22])[CH:20]=1)[C:14]([O:16][CH3:17])=[O:15])[CH3:9].[CH3:32][C:33]([CH3:35])=O.C(O[BH-](OC(=O)C)OC(=O)C)(=O)C.[Na+].C([O-])(O)=O.[Na+]. (3) Given the product [NH2:14][C:3]1[CH:4]=[C:5]([CH:9]=[C:10]([N+:11]([O-:13])=[O:12])[C:2]=1[NH2:1])[C:6]([OH:8])=[O:7], predict the reactants needed to synthesize it. The reactants are: [NH2:1][C:2]1[C:10]([N+:11]([O-:13])=[O:12])=[CH:9][C:5]([C:6]([OH:8])=[O:7])=[CH:4][C:3]=1[N+:14]([O-])=O. (4) The reactants are: [NH2:1][CH2:2][C@@H:3]1[CH2:12][C:11]2[C:6](=[CH:7][CH:8]=[CH:9][CH:10]=2)[CH2:5][N:4]1C(OCC1C=CC=CC=1)=O.C(N(CC)CC)C.[C:30](O[C:30]([O:32][C:33]([CH3:36])([CH3:35])[CH3:34])=[O:31])([O:32][C:33]([CH3:36])([CH3:35])[CH3:34])=[O:31]. Given the product [CH2:5]1[C:6]2[C:11](=[CH:10][CH:9]=[CH:8][CH:7]=2)[CH2:12][C@@H:3]([CH2:2][NH:1][C:30](=[O:31])[O:32][C:33]([CH3:36])([CH3:35])[CH3:34])[NH:4]1, predict the reactants needed to synthesize it. (5) Given the product [N:5]1[CH:6]=[CH:7][CH:8]=[CH:9][C:4]=1[C:3]1[C@@H:28]2[CH2:27][N:26]([C:21]3[C:22]([O:24][CH3:25])=[C:23]4[C:18]([C:17](=[O:32])[C:16]([C:33]([OH:35])=[O:34])=[CH:15][N:14]4[CH:11]4[CH2:12][CH2:13]4)=[CH:19][C:20]=3[F:31])[CH2:30][C@@H:29]2[O:1][N:2]=1, predict the reactants needed to synthesize it. The reactants are: [OH:1][N:2]=[C:3](Cl)[C:4]1[CH:9]=[CH:8][CH:7]=[CH:6][N:5]=1.[CH:11]1([N:14]2[C:23]3[C:18](=[CH:19][C:20]([F:31])=[C:21]([N:26]4[CH2:30][CH:29]=[CH:28][CH2:27]4)[C:22]=3[O:24][CH3:25])[C:17](=[O:32])[C:16]([C:33]([OH:35])=[O:34])=[CH:15]2)[CH2:13][CH2:12]1.C(=O)(O)[O-].[Na+]. (6) Given the product [Cl:40][C:14]1[C:13]2[CH:12]=[C:11]([O:10][CH2:9][C:8]3[CH:27]=[CH:28][C:5]([O:4][CH:1]([CH3:3])[CH3:2])=[C:6]([C:29]([F:32])([F:30])[F:31])[CH:7]=3)[CH:19]=[CH:18][C:17]=2[N:16]2[CH2:20][CH2:21][CH:22]([CH2:23][C:24]([OH:26])=[O:25])[C:15]=12, predict the reactants needed to synthesize it. The reactants are: [CH:1]([O:4][C:5]1[CH:28]=[CH:27][C:8]([CH2:9][O:10][C:11]2[CH:19]=[CH:18][C:17]3[N:16]4[CH2:20][CH2:21][CH:22]([CH2:23][C:24]([OH:26])=[O:25])[C:15]4=[CH:14][C:13]=3[CH:12]=2)=[CH:7][C:6]=1[C:29]([F:32])([F:31])[F:30])([CH3:3])[CH3:2].C1C(=O)N([Cl:40])C(=O)C1. (7) Given the product [F:1][C:2]1[CH:3]=[CH:4][C:5]([C:8]2[CH:12]=[C:11]([C:14]([F:16])([F:15])[F:17])[O:10][N:9]=2)=[CH:6][CH:7]=1, predict the reactants needed to synthesize it. The reactants are: [F:1][C:2]1[CH:7]=[CH:6][C:5]([C:8]2[CH2:12][C:11]([C:14]([F:17])([F:16])[F:15])(O)[O:10][N:9]=2)=[CH:4][CH:3]=1.C1(C2CC(O)(C(F)(F)F)ON=2)C=CC=CC=1. (8) Given the product [Br:1][C:2]1[CH:7]=[C:6]2[NH:8][C:9](=[O:41])[C:10]3([CH:15]([C:16]4[CH:21]=[C:20]([Cl:22])[CH:19]=[CH:18][C:17]=4[O:23][C:24]([CH2:25][CH3:26])([C:29]([NH:58][S:55]([CH3:54])(=[O:57])=[O:56])=[O:31])[CH2:27][CH3:28])[CH2:14][C:13](=[O:32])[NH:12][CH:11]3[C:33]3[CH:38]=[C:37]([Cl:61])[CH:36]=[CH:35][C:34]=3[CH3:40])[C:5]2=[CH:4][CH:3]=1, predict the reactants needed to synthesize it. The reactants are: [Br:1][C:2]1[CH:7]=[C:6]2[NH:8][C:9](=[O:41])[C:10]3([CH:15]([C:16]4[CH:21]=[C:20]([Cl:22])[CH:19]=[CH:18][C:17]=4[O:23][C:24]([C:29]([OH:31])=O)([CH2:27][CH3:28])[CH2:25][CH3:26])[CH2:14][C:13](=[O:32])[NH:12][CH:11]3[C:33]3[CH:38]=[C:37](F)[CH:36]=[CH:35][C:34]=3[CH3:40])[C:5]2=[CH:4][CH:3]=1.C1N=CN(C(N2C=NC=C2)=O)C=1.[CH3:54][S:55]([NH2:58])(=[O:57])=[O:56].[H-].[Na+].[ClH:61]. (9) Given the product [C:12]1([N:9]2[C:5]3=[N:6][CH:7]=[N:8][C:3]([NH:1]/[N:2]=[CH:18]/[C:20]4[CH:28]=[CH:27][C:23]([C:24]([OH:26])=[O:25])=[CH:22][CH:21]=4)=[C:4]3[CH:11]=[N:10]2)[CH:17]=[CH:16][CH:15]=[CH:14][CH:13]=1, predict the reactants needed to synthesize it. The reactants are: [NH:1]([C:3]1[N:8]=[CH:7][N:6]=[C:5]2[N:9]([C:12]3[CH:17]=[CH:16][CH:15]=[CH:14][CH:13]=3)[N:10]=[CH:11][C:4]=12)[NH2:2].[CH:18]([C:20]1[CH:28]=[CH:27][C:23]([C:24]([OH:26])=[O:25])=[CH:22][CH:21]=1)=O.C1(N2C3=NC=NC(NN=CC4C=CN=CC=4)=C3C=N2)C=CC=CC=1. (10) Given the product [ClH:27].[NH:8]1[CH2:9][CH2:10][CH:11]([C:14](=[O:26])[CH2:15][C:16]2[CH:21]=[CH:20][CH:19]=[CH:18][C:17]=2[C:22]([F:24])([F:25])[F:23])[CH2:12][CH2:13]1, predict the reactants needed to synthesize it. The reactants are: C([N:8]1[CH2:13][CH2:12][CH:11]([C:14](=[O:26])[CH2:15][C:16]2[CH:21]=[CH:20][CH:19]=[CH:18][C:17]=2[C:22]([F:25])([F:24])[F:23])[CH2:10][CH2:9]1)C1C=CC=CC=1.[Cl:27]CCCl.